This data is from Blood-brain barrier penetration binary classification data from Martins et al.. The task is: Regression/Classification. Given a drug SMILES string, predict its absorption, distribution, metabolism, or excretion properties. Task type varies by dataset: regression for continuous measurements (e.g., permeability, clearance, half-life) or binary classification for categorical outcomes (e.g., BBB penetration, CYP inhibition). Dataset: bbb_martins. (1) The compound is Fc1cccc(Br)c1NC1=NCCN1. The result is 1 (penetrates BBB). (2) The compound is CN(C)CCc1ccccn1. The result is 1 (penetrates BBB). (3) The molecule is CCCCC. The result is 1 (penetrates BBB).